This data is from Catalyst prediction with 721,799 reactions and 888 catalyst types from USPTO. The task is: Predict which catalyst facilitates the given reaction. (1) Reactant: [Cl:1][C:2]1[CH:3]=[C:4]([C:8]2[C:13]([O:14][CH3:15])=[CH:12][CH:11]=[C:10]([CH2:16][C:17]3[CH:18]=[CH:19][C:20](F)=[N:21][CH:22]=3)[C:9]=2[F:24])[CH:5]=[CH:6][CH:7]=1.[NH:25]1[CH2:29]CC[C@H:26]1[C:30]([OH:32])=[O:31].N12CCCN=C1CCCCC2. Product: [Cl:1][C:2]1[CH:3]=[C:4]([C:8]2[C:13]([O:14][CH3:15])=[CH:12][CH:11]=[C:10]([CH2:16][C:17]3[CH:18]=[CH:19][C:20]([N:25]([CH2:26][C:30]([OH:32])=[O:31])[CH3:29])=[N:21][CH:22]=3)[C:9]=2[F:24])[CH:5]=[CH:6][CH:7]=1. The catalyst class is: 4. (2) Reactant: [ClH:1].[CH3:2][O:3][C:4]1[CH:5]=[C:6]([C:14]2[CH:60]=[CH:59][C:17]([C:18]([N:20]3[CH2:25][CH2:24][CH:23]([CH2:26][CH:27]([CH2:55][N:56]([CH3:58])[CH3:57])[CH2:28][CH:29]4[CH2:34][CH2:33][N:32]([C:35](=[O:54])[C:36]5[CH:41]=[CH:40][C:39]([C:42]6[CH:47]=[C:46]([O:48][CH3:49])[C:45]([O:50][CH3:51])=[C:44]([O:52][CH3:53])[CH:43]=6)=[CH:38][CH:37]=5)[CH2:31][CH2:30]4)[CH2:22][CH2:21]3)=[O:19])=[CH:16][CH:15]=2)[CH:7]=[C:8]([O:12][CH3:13])[C:9]=1[O:10][CH3:11]. Product: [ClH:1].[CH3:53][O:52][C:44]1[CH:43]=[C:42]([C:39]2[CH:38]=[CH:37][C:36]([C:35]([N:32]3[CH2:31][CH2:30][CH:29]([CH2:28][CH:27]([CH2:55][N:56]([CH3:57])[CH3:58])[CH2:26][CH:23]4[CH2:22][CH2:21][N:20]([C:18](=[O:19])[C:17]5[CH:16]=[CH:15][C:14]([C:6]6[CH:5]=[C:4]([O:3][CH3:2])[C:9]([O:10][CH3:11])=[C:8]([O:12][CH3:13])[CH:7]=6)=[CH:60][CH:59]=5)[CH2:25][CH2:24]4)[CH2:34][CH2:33]3)=[O:54])=[CH:41][CH:40]=2)[CH:47]=[C:46]([O:48][CH3:49])[C:45]=1[O:50][CH3:51]. The catalyst class is: 8. (3) Reactant: [O:1]=[S:2]1(=[O:20])[C:6]2[CH:7]=[C:8]([NH:11][C:12](=[O:19])OCC(Cl)(Cl)Cl)[CH:9]=[CH:10][C:5]=2[CH:4]=[CH:3]1.[C:21]1([C:27]2[N:31]=[C:30]([N:32]3[CH2:37][CH2:36][NH:35][CH2:34][CH2:33]3)[S:29][N:28]=2)[CH:26]=[CH:25][CH:24]=[CH:23][CH:22]=1.C(N(C(C)C)CC)(C)C.O. Product: [O:20]=[S:2]1(=[O:1])[C:6]2[CH:7]=[C:8]([NH:11][C:12]([N:35]3[CH2:36][CH2:37][N:32]([C:30]4[S:29][N:28]=[C:27]([C:21]5[CH:26]=[CH:25][CH:24]=[CH:23][CH:22]=5)[N:31]=4)[CH2:33][CH2:34]3)=[O:19])[CH:9]=[CH:10][C:5]=2[CH:4]=[CH:3]1. The catalyst class is: 16.